From a dataset of Catalyst prediction with 721,799 reactions and 888 catalyst types from USPTO. Predict which catalyst facilitates the given reaction. (1) Reactant: [Br:1][C:2]1[CH:7]=[CH:6][C:5]([CH2:8]Br)=[C:4]([F:10])[CH:3]=1.[C-:11]#[N:12].[K+]. Product: [Br:1][C:2]1[CH:7]=[CH:6][C:5]([CH2:8][C:11]#[N:12])=[C:4]([F:10])[CH:3]=1. The catalyst class is: 18. (2) Reactant: [Cl:1][C:2]1[CH:3]=[C:4]([S:9]([NH:12][C:13]2[CH:14]=[C:15]3[C:19](=[CH:20][CH:21]=2)[NH:18][C:17]([C:22](O)=[O:23])=[CH:16]3)(=[O:11])=[O:10])[CH:5]=[C:6]([Cl:8])[CH:7]=1.[C:25](N1C=CN=C1)([N:27]1C=CN=[CH:28]1)=O.CNC.Cl. Product: [CH3:25][N:27]([CH3:28])[C:22]([C:17]1[NH:18][C:19]2[C:15]([CH:16]=1)=[CH:14][C:13]([NH:12][S:9]([C:4]1[CH:5]=[C:6]([Cl:8])[CH:7]=[C:2]([Cl:1])[CH:3]=1)(=[O:10])=[O:11])=[CH:21][CH:20]=2)=[O:23]. The catalyst class is: 54.